This data is from Experimental lipophilicity measurements (octanol/water distribution) for 4,200 compounds from AstraZeneca. The task is: Regression/Classification. Given a drug SMILES string, predict its absorption, distribution, metabolism, or excretion properties. Task type varies by dataset: regression for continuous measurements (e.g., permeability, clearance, half-life) or binary classification for categorical outcomes (e.g., BBB penetration, CYP inhibition). For this dataset (lipophilicity_astrazeneca), we predict Y. The drug is CC1(c2ccc(Cl)cc2)CCN(C(=O)COCc2ccncc2)CC1. The Y is 2.79 logD.